This data is from Full USPTO retrosynthesis dataset with 1.9M reactions from patents (1976-2016). The task is: Predict the reactants needed to synthesize the given product. (1) Given the product [C:1]([O:5][C:6]([NH:8][C:9]1[CH:13]=[CH:12][S:11][C:10]=1[C:19]1[CH:20]=[CH:21][C:16]([Br:15])=[CH:17][CH:18]=1)=[O:7])([CH3:4])([CH3:3])[CH3:2], predict the reactants needed to synthesize it. The reactants are: [C:1]([O:5][C:6]([NH:8][C:9]1[CH:13]=[CH:12][S:11][C:10]=1I)=[O:7])([CH3:4])([CH3:3])[CH3:2].[Br:15][C:16]1[CH:21]=[CH:20][C:19](B(O)O)=[CH:18][CH:17]=1.C([O-])([O-])=O.[Na+].[Na+]. (2) Given the product [C:22]([OH:24])(=[O:23])[C:21]1[CH:25]=[CH:26][CH:18]=[CH:19][CH:20]=1, predict the reactants needed to synthesize it. The reactants are: ClC1N=C(C2C=CC=CC=2)C2CCCC=2N=1.N[C:18]1[CH:26]=[CH:25][C:21]([C:22]([OH:24])=[O:23])=[CH:20][CH:19]=1. (3) Given the product [NH2:30][CH:1]([C:4]1[C:13]([N:14]2[CH2:18][CH2:17][C@H:16]([NH:19][C:20](=[O:22])[CH3:21])[CH2:15]2)=[C:12]2[C:7]([CH:8]=[CH:9][CH:10]=[N:11]2)=[C:6]([Cl:23])[CH:5]=1)[CH3:2], predict the reactants needed to synthesize it. The reactants are: [C:1]([C:4]1[C:13]([N:14]2[CH2:18][CH2:17][C@H:16]([NH:19][C:20](=[O:22])[CH3:21])[CH2:15]2)=[C:12]2[C:7]([CH:8]=[CH:9][CH:10]=[N:11]2)=[C:6]([Cl:23])[CH:5]=1)(=O)[CH3:2].C([O-])(=O)C.[NH4+].C([BH3-])#[N:30].[Na+]. (4) Given the product [NH2:72][C:70](=[O:71])[C:69]([CH3:74])([CH3:73])[CH2:68][NH:67][C:54](=[O:56])[O:52][C:43]1[CH:44]=[C:45]([CH2:47][CH2:48][CH2:49][O:50][CH3:51])[CH:46]=[C:41]([CH2:40][N:7]([C:8](=[O:39])[CH:9]([CH2:19][C:20]2[CH:25]=[CH:24][C:23]([O:26][CH2:27][CH2:28][O:29][C:30]3[C:35]([Cl:36])=[CH:34][C:33]([CH3:37])=[CH:32][C:31]=3[Cl:38])=[CH:22][CH:21]=2)[CH2:10][NH:11][C:12]([O:13][C:14]([CH3:17])([CH3:15])[CH3:16])=[O:18])[CH:4]2[CH2:5][CH2:6]2)[CH:42]=1, predict the reactants needed to synthesize it. The reactants are: C1([C:4]2([N:7]([CH2:40][C:41]3[CH:46]=[C:45]([CH2:47][CH2:48][CH2:49][O:50][CH3:51])[CH:44]=[C:43]([OH:52])[CH:42]=3)[C:8](=[O:39])[CH:9]([CH2:19][C:20]3[CH:25]=[CH:24][C:23]([O:26][CH2:27][CH2:28][O:29][C:30]4[C:35]([Cl:36])=[CH:34][C:33]([CH3:37])=[CH:32][C:31]=4[Cl:38])=[CH:22][CH:21]=3)[CH2:10][NH:11][C:12](=[O:18])[O:13][C:14]([CH3:17])([CH3:16])[CH3:15])[CH2:6][CH2:5]2)CC1.Cl[C:54](Cl)([O:56]C(=O)OC(Cl)(Cl)Cl)Cl.[OH-].[Na+].[NH2:67][CH2:68][C:69]([CH3:74])([CH3:73])[C:70]([NH2:72])=[O:71]. (5) Given the product [ClH:17].[O:10]1[C:11]2[CH:16]=[CH:15][CH:14]=[CH:13][C:12]=2[C:8]([N:2]2[CH2:7][CH2:6][N:5]([CH2:18][CH2:19][C:20]3[CH:21]=[C:22]4[C:27](=[CH:28][CH:29]=3)[N:26]([CH3:30])[C:25](=[O:31])[CH2:24][CH:23]4[CH3:32])[CH2:4][CH2:3]2)=[N:9]1, predict the reactants needed to synthesize it. The reactants are: Cl.[N:2]1([C:8]2[C:12]3[CH:13]=[CH:14][CH:15]=[CH:16][C:11]=3[O:10][N:9]=2)[CH2:7][CH2:6][NH:5][CH2:4][CH2:3]1.[Cl:17][CH2:18][CH2:19][C:20]1[CH:21]=[C:22]2[C:27](=[CH:28][CH:29]=1)[N:26]([CH3:30])[C:25](=[O:31])[CH2:24][CH:23]2[CH3:32].Cl.